This data is from NCI-60 drug combinations with 297,098 pairs across 59 cell lines. The task is: Regression. Given two drug SMILES strings and cell line genomic features, predict the synergy score measuring deviation from expected non-interaction effect. (1) Drug 1: CC1=C(C=C(C=C1)C(=O)NC2=CC(=CC(=C2)C(F)(F)F)N3C=C(N=C3)C)NC4=NC=CC(=N4)C5=CN=CC=C5. Drug 2: CC1C(C(CC(O1)OC2CC(CC3=C2C(=C4C(=C3O)C(=O)C5=C(C4=O)C(=CC=C5)OC)O)(C(=O)CO)O)N)O.Cl. Cell line: NCI-H226. Synergy scores: CSS=23.4, Synergy_ZIP=0.760, Synergy_Bliss=1.23, Synergy_Loewe=-16.3, Synergy_HSA=-0.439. (2) Drug 1: CC1=C(C=C(C=C1)NC2=NC=CC(=N2)N(C)C3=CC4=NN(C(=C4C=C3)C)C)S(=O)(=O)N.Cl. Drug 2: CC1C(C(CC(O1)OC2CC(CC3=C2C(=C4C(=C3O)C(=O)C5=C(C4=O)C(=CC=C5)OC)O)(C(=O)C)O)N)O.Cl. Cell line: CAKI-1. Synergy scores: CSS=56.3, Synergy_ZIP=5.68, Synergy_Bliss=7.71, Synergy_Loewe=11.5, Synergy_HSA=12.5.